Dataset: Reaction yield outcomes from USPTO patents with 853,638 reactions. Task: Predict the reaction yield, written as a fraction of the theoretical maximum amount of product (1.0 means a 100% yield; for example, 0.34 means a 34% yield). (1) The reactants are Br[C:2]1[CH:3]=[C:4]2[C:9](=[CH:10][CH:11]=1)[N:8]=[C:7]([C:12]1[CH:13]=[N:14][CH:15]=[CH:16][CH:17]=1)[N:6]=[C:5]2[NH:18][CH3:19].[B:20]1([B:20]2[O:24][C:23]([CH3:26])([CH3:25])[C:22]([CH3:28])([CH3:27])[O:21]2)[O:24][C:23]([CH3:26])([CH3:25])[C:22]([CH3:28])([CH3:27])[O:21]1.C([O-])(=O)C.[K+]. The catalyst is O1CCOCC1.C1C=CC(P(C2C=CC=CC=2)[C-]2C=CC=C2)=CC=1.C1C=CC(P(C2C=CC=CC=2)[C-]2C=CC=C2)=CC=1.Cl[Pd]Cl.[Fe+2]. The product is [CH3:19][NH:18][C:5]1[C:4]2[C:9](=[CH:10][CH:11]=[C:2]([B:20]3[O:24][C:23]([CH3:26])([CH3:25])[C:22]([CH3:28])([CH3:27])[O:21]3)[CH:3]=2)[N:8]=[C:7]([C:12]2[CH:13]=[N:14][CH:15]=[CH:16][CH:17]=2)[N:6]=1. The yield is 0.580. (2) The reactants are [C:1]1([C:7]2[C:14]3[S:13][C:12]([NH2:15])=[N:11][C:10]=3[NH:9][N:8]=2)[CH:6]=[CH:5][CH:4]=[CH:3][CH:2]=1.[CH3:16][O:17][CH2:18][C:19](Cl)=[O:20].C(O)C(N)(CO)CO. The catalyst is CN(C1C=CN=CC=1)C.C1COCC1. The product is [CH3:16][O:17][CH2:18][C:19]([NH:15][C:12]1[S:13][C:14]2[C:7]([C:1]3[CH:2]=[CH:3][CH:4]=[CH:5][CH:6]=3)=[N:8][NH:9][C:10]=2[N:11]=1)=[O:20]. The yield is 0.370. (3) The reactants are [CH3:1][O:2][C:3]1[CH:8]=[CH:7][C:6]([C:9]2[N:10]([N:15]3C(=O)C4C(=CC=CC=4)C3=O)[CH:11]=[CH:12][C:13]=2[CH3:14])=[C:5]([CH3:26])[CH:4]=1.O.NN. The catalyst is CCO. The product is [CH3:1][O:2][C:3]1[CH:8]=[CH:7][C:6]([C:9]2[N:10]([NH2:15])[CH:11]=[CH:12][C:13]=2[CH3:14])=[C:5]([CH3:26])[CH:4]=1. The yield is 0.930. (4) The reactants are [Br:1][C:2]1[CH:11]=[CH:10][C:5]([O:6][CH2:7][CH2:8][OH:9])=[CH:4][CH:3]=1.CCN(CC)CC.[S:19](Cl)([CH3:22])(=[O:21])=[O:20]. The catalyst is C(Cl)Cl. The product is [Br:1][C:2]1[CH:11]=[CH:10][C:5]([O:6][CH2:7][CH2:8][O:9][S:19]([CH3:22])(=[O:21])=[O:20])=[CH:4][CH:3]=1. The yield is 1.00. (5) The reactants are Br[C:2]1[S:6][C:5]([C:7]2[S:8][C:9]([CH2:12][CH2:13][CH2:14][CH2:15][CH2:16][CH3:17])=[CH:10][CH:11]=2)=[CH:4][CH:3]=1.[CH3:18][Si:19]([C:22]#[CH:23])([CH3:21])[CH3:20]. The catalyst is C1C=CC([P]([Pd]([P](C2C=CC=CC=2)(C2C=CC=CC=2)C2C=CC=CC=2)([P](C2C=CC=CC=2)(C2C=CC=CC=2)C2C=CC=CC=2)[P](C2C=CC=CC=2)(C2C=CC=CC=2)C2C=CC=CC=2)(C2C=CC=CC=2)C2C=CC=CC=2)=CC=1.[Cu]I.C1COCC1. The product is [CH2:12]([C:9]1[S:8][C:7]([C:5]2[S:6][C:2]([C:23]#[C:22][Si:19]([CH3:21])([CH3:20])[CH3:18])=[CH:3][CH:4]=2)=[CH:11][CH:10]=1)[CH2:13][CH2:14][CH2:15][CH2:16][CH3:17]. The yield is 0.620.